This data is from Peptide-MHC class I binding affinity with 185,985 pairs from IEDB/IMGT. The task is: Regression. Given a peptide amino acid sequence and an MHC pseudo amino acid sequence, predict their binding affinity value. This is MHC class I binding data. The peptide sequence is IESNPLFPV. The MHC is HLA-A03:01 with pseudo-sequence HLA-A03:01. The binding affinity (normalized) is 0.0847.